From a dataset of Full USPTO retrosynthesis dataset with 1.9M reactions from patents (1976-2016). Predict the reactants needed to synthesize the given product. (1) Given the product [Br:24][CH2:23][C:16]([O:17][CH2:18][CH3:19])([O:20][CH2:21][CH3:22])[C:13]([NH:2][CH2:3][C:4]([C:6]1[CH:11]=[CH:10][CH:9]=[C:8]([Br:12])[CH:7]=1)=[O:5])=[O:14], predict the reactants needed to synthesize it. The reactants are: Cl.[NH2:2][CH2:3][C:4]([C:6]1[CH:11]=[CH:10][CH:9]=[C:8]([Br:12])[CH:7]=1)=[O:5].[C:13]([C:16]([CH2:23][Br:24])([O:20][CH2:21][CH3:22])[O:17][CH2:18][CH3:19])(O)=[O:14].CN1CCOCC1.C1CN([P+](ON2N=NC3C=CC=CC2=3)(N2CCCC2)N2CCCC2)CC1.F[P-](F)(F)(F)(F)F. (2) Given the product [Br:19][C:12]1[CH:11]=[C:6]([CH:5]=[C:4]([N+:1]([O-:3])=[O:2])[CH:13]=1)[C:7]([O:9][CH3:10])=[O:8], predict the reactants needed to synthesize it. The reactants are: [N+:1]([C:4]1[CH:5]=[C:6]([CH:11]=[CH:12][CH:13]=1)[C:7]([O:9][CH3:10])=[O:8])([O-:3])=[O:2].S(=O)(=O)(O)O.[Br:19]Br. (3) Given the product [C:26]([C:25]1[CH:28]=[CH:29][C:22]([C:19]2[CH:20]=[CH:21][N:17]([CH2:16][C:15]([NH:14][C:11]([C:8]3[NH:9][N:10]=[C:6]([C:2]4[O:1][CH:5]=[CH:4][CH:3]=4)[CH:7]=3)=[O:13])([CH3:31])[CH3:32])[N:18]=2)=[CH:23][C:24]=1[CH3:30])#[N:27], predict the reactants needed to synthesize it. The reactants are: [O:1]1[CH:5]=[CH:4][CH:3]=[C:2]1[C:6]1[CH2:7][C:8]([C:11]([OH:13])=O)=[N:9][N:10]=1.[NH2:14][C:15]([CH3:32])([CH3:31])[CH2:16][N:17]1[CH:21]=[CH:20][C:19]([C:22]2[CH:29]=[CH:28][C:25]([C:26]#[N:27])=[C:24]([CH3:30])[CH:23]=2)=[N:18]1.